Dataset: Catalyst prediction with 721,799 reactions and 888 catalyst types from USPTO. Task: Predict which catalyst facilitates the given reaction. (1) Reactant: [C:1](=[O:22])([O:12]C1C=CC([N+]([O-])=O)=CC=1)[O:2][CH2:3][CH2:4][N:5]1[CH2:10][CH2:9][N:8]([CH3:11])[CH2:7][CH2:6]1.CCN(C(C)C)C(C)C.[C:32]1([CH:38]2[CH2:43][CH2:42][NH:41][CH2:40][CH2:39]2)[CH:37]=[CH:36][CH:35]=[CH:34][CH:33]=1. Product: [CH:1]([OH:12])=[O:2].[C:32]1([CH:38]2[CH2:39][CH2:40][N:41]([C:1]([O:2][CH2:3][CH2:4][N:5]3[CH2:6][CH2:7][N:8]([CH3:11])[CH2:9][CH2:10]3)=[O:22])[CH2:42][CH2:43]2)[CH:37]=[CH:36][CH:35]=[CH:34][CH:33]=1. The catalyst class is: 3. (2) The catalyst class is: 2. Reactant: [Cl:1][C:2]1[C:11]2[C:6](=[CH:7][CH:8]=[C:9]([O:12][CH3:13])[N:10]=2)[N:5]=[CH:4][C:3]=1[C:14]([NH2:16])=O.C(N(CC)CC)C.FC(F)(F)C(OC(=O)C(F)(F)F)=O. Product: [Cl:1][C:2]1[C:11]2[C:6](=[CH:7][CH:8]=[C:9]([O:12][CH3:13])[N:10]=2)[N:5]=[CH:4][C:3]=1[C:14]#[N:16].